From a dataset of Forward reaction prediction with 1.9M reactions from USPTO patents (1976-2016). Predict the product of the given reaction. (1) Given the reactants [N:1]1([C:5]2[C:10]3=[C:11]([C:15]4[CH:16]=[N:17][N:18]([CH3:20])[CH:19]=4)[N:12]=[C:13]([CH3:14])[N:9]3[N:8]=[CH:7][N:6]=2)[CH2:4][CH2:3][CH2:2]1.[CH3:21][O:22][C:23]1[CH:28]=[CH:27]C(CNC)=[CH:25][CH:24]=1.Cl.N1CCC1, predict the reaction product. The product is: [CH3:21][O:22][C:23]1[CH:28]=[CH:27][C:3]([CH2:4][N:1]([CH3:2])[C:5]2[C:10]3=[C:11]([C:15]4[CH:16]=[N:17][N:18]([CH3:20])[CH:19]=4)[N:12]=[C:13]([CH3:14])[N:9]3[N:8]=[CH:7][N:6]=2)=[CH:25][CH:24]=1. (2) Given the reactants [CH3:1][C:2]([CH3:18])([CH3:17])[CH2:3][CH2:4][C:5]1[CH:10]=[C:9]([C:11]([F:14])([F:13])[F:12])[CH:8]=[CH:7][C:6]=1[CH2:15][NH2:16].C(N(C(C)C)CC)(C)C.COC([N:32]1[C:40]2[C:35](=[C:36]([NH:41][C:42](ON3C(=O)CCC3=O)=[O:43])[CH:37]=[CH:38][CH:39]=2)[CH:34]=[N:33]1)=O, predict the reaction product. The product is: [CH3:1][C:2]([CH3:18])([CH3:17])[CH2:3][CH2:4][C:5]1[CH:10]=[C:9]([C:11]([F:12])([F:13])[F:14])[CH:8]=[CH:7][C:6]=1[CH2:15][NH:16][C:42]([NH:41][C:36]1[CH:37]=[CH:38][CH:39]=[C:40]2[C:35]=1[CH:34]=[N:33][NH:32]2)=[O:43]. (3) Given the reactants [Cl:1][C:2]1[CH:7]=[CH:6][C:5]([C:8]2[C:12]([CH2:13][O:14][C:15]3[CH:16]=[C:17]([C:21]([OH:23])=O)[N:18]([CH3:20])[N:19]=3)=[C:11]([CH2:24][OH:25])[O:10][N:9]=2)=[CH:4][CH:3]=1.[NH2:26][CH:27]1[CH2:31][CH2:30][O:29][CH2:28]1, predict the reaction product. The product is: [O:29]1[CH2:30][CH2:31][CH:27]([NH:26][C:21]([C:17]2[N:18]([CH3:20])[N:19]=[C:15]([O:14][CH2:13][C:12]3[C:8]([C:5]4[CH:4]=[CH:3][C:2]([Cl:1])=[CH:7][CH:6]=4)=[N:9][O:10][C:11]=3[CH2:24][OH:25])[CH:16]=2)=[O:23])[CH2:28]1. (4) Given the reactants [F:1][C:2]1[CH:8]=[CH:7][C:5]([NH2:6])=[C:4]([CH3:9])[CH:3]=1.[CH3:10][O:11][C:12]1[CH:13]=[C:14]2[C:19](=[CH:20][CH:21]=1)[N:18]=[CH:17][C:16]([C:22]([NH2:24])=[O:23])=[C:15]2Cl.C(O)(=O)C.C(O)C, predict the reaction product. The product is: [F:1][C:2]1[CH:8]=[CH:7][C:5]([NH:6][C:15]2[C:14]3[C:19](=[CH:20][CH:21]=[C:12]([O:11][CH3:10])[CH:13]=3)[N:18]=[CH:17][C:16]=2[C:22]([NH2:24])=[O:23])=[C:4]([CH3:9])[CH:3]=1. (5) Given the reactants C(O)(C)(C)C.CC(C)([O-])C.[Na+].[C:12]1([C@@H:18]([NH:20][C@H:21]2[CH2:26][CH2:25][CH2:24][CH2:23][C@H:22]2[C:27]([O:29][CH2:30][CH3:31])=[O:28])[CH3:19])[CH:17]=[CH:16][CH:15]=[CH:14][CH:13]=1, predict the reaction product. The product is: [C:12]1([C@@H:18]([NH:20][C@H:21]2[CH2:26][CH2:25][CH2:24][CH2:23][C@@H:22]2[C:27]([O:29][CH2:30][CH3:31])=[O:28])[CH3:19])[CH:13]=[CH:14][CH:15]=[CH:16][CH:17]=1. (6) Given the reactants CC1C=CC(C([O:8][C@H:9]2[CH2:13][C@H:12]([N:14]3[C:18]4[N:19]=[CH:20][N:21]=[C:22](Cl)[C:17]=4[C:16]([CH3:24])=[CH:15]3)[O:11][C@@H:10]2[CH2:25][O:26]C(=O)C2C=CC(C)=CC=2)=O)=CC=1.[NH3:38], predict the reaction product. The product is: [NH2:38][C:22]1[C:17]2[C:16]([CH3:24])=[CH:15][N:14]([C@@H:12]3[O:11][C@H:10]([CH2:25][OH:26])[C@@H:9]([OH:8])[CH2:13]3)[C:18]=2[N:19]=[CH:20][N:21]=1.